From a dataset of Catalyst prediction with 721,799 reactions and 888 catalyst types from USPTO. Predict which catalyst facilitates the given reaction. (1) Reactant: [CH:1]([C:3]1[CH:8]=[CH:7][C:6]([S:9](Cl)(=[O:11])=[O:10])=[CH:5][CH:4]=1)=[O:2].C([O-])(O)=O.[Na+].[CH3:18][N:19]1[CH2:24][CH2:23][NH:22][CH2:21][CH2:20]1. Product: [CH3:18][N:19]1[CH2:24][CH2:23][N:22]([S:9]([C:6]2[CH:7]=[CH:8][C:3]([CH:1]=[O:2])=[CH:4][CH:5]=2)(=[O:11])=[O:10])[CH2:21][CH2:20]1. The catalyst class is: 2. (2) Reactant: [F:1][C:2]1[CH:7]=[CH:6][C:5]([C:8]2[S:9][C:10]([C:13]([C:16]3[CH:21]=[CH:20][N:19]=[CH:18][CH:17]=3)([OH:15])[CH3:14])=[CH:11][N:12]=2)=[CH:4][CH:3]=1.[OH:22][S:23]([OH:26])(=[O:25])=[O:24]. Product: [S:23]([O-:26])([OH:25])(=[O:24])=[O:22].[F:1][C:2]1[CH:7]=[CH:6][C:5]([C:8]2[S:9][C:10]([C:13]([C:16]3[CH:17]=[CH:18][NH+:19]=[CH:20][CH:21]=3)([OH:15])[CH3:14])=[CH:11][N:12]=2)=[CH:4][CH:3]=1. The catalyst class is: 8. (3) Reactant: [F:1][C:2]([F:18])([C:11]1[CH:16]=[CH:15][C:14]([F:17])=[CH:13][N:12]=1)[CH2:3][N:4]1[CH2:9][CH2:8][CH:7]([NH2:10])[CH2:6][CH2:5]1.Cl[C:20]1[C:21]2[CH:28]=[CH:27][NH:26][C:22]=2[N:23]=[CH:24][N:25]=1.CCN(C(C)C)C(C)C. Product: [F:18][C:2]([F:1])([C:11]1[CH:16]=[CH:15][C:14]([F:17])=[CH:13][N:12]=1)[CH2:3][N:4]1[CH2:5][CH2:6][CH:7]([NH:10][C:20]2[C:21]3[CH:28]=[CH:27][NH:26][C:22]=3[N:23]=[CH:24][N:25]=2)[CH2:8][CH2:9]1. The catalyst class is: 51. (4) Reactant: Cl.[CH3:2][NH:3][CH2:4][CH2:5][N:6]1[C:14](=[O:15])[C:13]2[C:8](=[CH:9][CH:10]=[CH:11][CH:12]=2)[C:7]1=[O:16].[N:17]1[C:26]2[C:21](=[CH:22][CH:23]=[CH:24][CH:25]=2)[CH:20]=[CH:19][C:18]=1[CH:27]=O.C(O[BH-](OC(=O)C)OC(=O)C)(=O)C.[Na+].C(O)(=O)C. Product: [CH3:2][N:3]([CH2:27][C:18]1[CH:19]=[CH:20][C:21]2[C:26](=[CH:25][CH:24]=[CH:23][CH:22]=2)[N:17]=1)[CH2:4][CH2:5][N:6]1[C:14](=[O:15])[C:13]2[C:8](=[CH:9][CH:10]=[CH:11][CH:12]=2)[C:7]1=[O:16]. The catalyst class is: 4. (5) Reactant: Cl[C:2]1[CH:7]=[CH:6][C:5]([C:8]([F:11])([F:10])[F:9])=[CH:4][C:3]=1[S:12]([NH:15][C:16]1[CH:21]=[CH:20][CH:19]=[CH:18][C:17]=1[NH:22][S:23]([C:26]1[S:30][C:29]2[CH:31]=[CH:32][CH:33]=[CH:34][C:28]=2[CH:27]=1)(=[O:25])=[O:24])(=[O:14])=[O:13].[CH3:35][O-:36].[Na+]. Product: [CH3:35][O:36][C:2]1[CH:7]=[CH:6][C:5]([C:8]([F:11])([F:10])[F:9])=[CH:4][C:3]=1[S:12]([NH:15][C:16]1[CH:21]=[CH:20][CH:19]=[CH:18][C:17]=1[NH:22][S:23]([C:26]1[S:30][C:29]2[CH:31]=[CH:32][CH:33]=[CH:34][C:28]=2[CH:27]=1)(=[O:25])=[O:24])(=[O:14])=[O:13]. The catalyst class is: 225.